This data is from TCR-epitope binding with 47,182 pairs between 192 epitopes and 23,139 TCRs. The task is: Binary Classification. Given a T-cell receptor sequence (or CDR3 region) and an epitope sequence, predict whether binding occurs between them. (1) The epitope is IYSKHTPINL. The TCR CDR3 sequence is CATSDPGQGAGDTQYF. Result: 0 (the TCR does not bind to the epitope). (2) The epitope is SEISMDNSPNL. The TCR CDR3 sequence is CASSRLTDTQYF. Result: 0 (the TCR does not bind to the epitope). (3) The epitope is LLWNGPMAV. The TCR CDR3 sequence is CASSQEGTPISYEQYF. Result: 1 (the TCR binds to the epitope). (4) The epitope is RLRAEAQVK. The TCR CDR3 sequence is CASSTGGAWNEQFF. Result: 0 (the TCR does not bind to the epitope).